From a dataset of Full USPTO retrosynthesis dataset with 1.9M reactions from patents (1976-2016). Predict the reactants needed to synthesize the given product. Given the product [Cl:1][C:2]1[CH:7]=[CH:6][C:5]([S:8]([NH:12][C@H:13]([C@@H:16]([OH:18])[CH3:17])[CH2:14][OH:15])(=[O:10])=[O:9])=[CH:4][CH:3]=1, predict the reactants needed to synthesize it. The reactants are: [Cl:1][C:2]1[CH:7]=[CH:6][C:5]([S:8](Cl)(=[O:10])=[O:9])=[CH:4][CH:3]=1.[NH2:12][C@H:13]([C@@H:16]([OH:18])[CH3:17])[CH2:14][OH:15].C(=O)([O-])[O-].[K+].[K+].